Regression/Classification. Given a drug SMILES string, predict its absorption, distribution, metabolism, or excretion properties. Task type varies by dataset: regression for continuous measurements (e.g., permeability, clearance, half-life) or binary classification for categorical outcomes (e.g., BBB penetration, CYP inhibition). Dataset: cyp1a2_veith. From a dataset of CYP1A2 inhibition data for predicting drug metabolism from PubChem BioAssay. (1) The drug is COc1cccc(-c2cc(NCc3cccs3)ncn2)c1. The result is 1 (inhibitor). (2) The molecule is COCC(=O)N1CCC[C@@]2(CCN(C(=O)Nc3cccc(F)c3)C2)C1. The result is 0 (non-inhibitor). (3) The drug is Cc1cc(C)nc(N2CCC(C(=O)NCCc3ccc(F)cc3)CC2)n1. The result is 0 (non-inhibitor). (4) The compound is CN=c1nc(-c2ccccc2)n(-c2ccccc2)s1. The result is 1 (inhibitor). (5) The drug is CC(=O)N1CCC2(CC1)CN(c1ccccn1)C2. The result is 0 (non-inhibitor). (6) The result is 0 (non-inhibitor). The molecule is O=C(NC[C@@H](O)CO)c1c(I)c(C(=O)NC[C@@H](O)CO)c(I)c(N(CCO)C(=O)CO)c1I. (7) The molecule is Cc1ccccc1C(=O)Oc1ccc(Br)cc1C(=S)N1CCCC1. The result is 0 (non-inhibitor). (8) The molecule is CC(C)(C)c1ccc(C(=O)NCCC(=O)NCc2ccco2)cc1. The result is 1 (inhibitor). (9) The compound is O=[N+]([O-])c1ccc(N2CCCC2)cc1N1CCCC1. The result is 1 (inhibitor).